This data is from Full USPTO retrosynthesis dataset with 1.9M reactions from patents (1976-2016). The task is: Predict the reactants needed to synthesize the given product. (1) Given the product [Cl:1][C:2]1[C:3]([NH:17][C:18]2[CH:26]=[CH:25][CH:24]=[CH:23][C:19]=2[C:20]([N:35]([OH:36])[CH3:30])=[O:22])=[CH:4][C:5]([NH:8][C:9]2[N:13]([CH2:14][CH3:15])[N:12]=[C:11]([CH3:16])[CH:10]=2)=[N:6][CH:7]=1, predict the reactants needed to synthesize it. The reactants are: [Cl:1][C:2]1[C:3]([NH:17][C:18]2[CH:26]=[CH:25][CH:24]=[CH:23][C:19]=2[C:20]([OH:22])=O)=[CH:4][C:5]([NH:8][C:9]2[N:13]([CH2:14][CH3:15])[N:12]=[C:11]([CH3:16])[CH:10]=2)=[N:6][CH:7]=1.C1C=C[C:30]2[N:35]([OH:36])N=NC=2C=1.C(Cl)CCl.CNO.CCN(C(C)C)C(C)C. (2) Given the product [CH3:11][O:10][C:8]1[CH:7]=[C:4]([CH:3]=[C:2]([B:39]2[O:40][C:41]([CH3:43])([CH3:42])[C:37]([CH3:53])([CH3:36])[O:38]2)[CH:9]=1)[C:5]#[N:6], predict the reactants needed to synthesize it. The reactants are: Cl[C:2]1[CH:3]=[C:4]([CH:7]=[C:8]([O:10][CH3:11])[CH:9]=1)[C:5]#[N:6].C1(P(C2CCCCC2)C2CCCCC2)CCCCC1.C([O-])(=O)C.[K+].[CH3:36][C:37]1([CH3:53])[C:41]([CH3:43])([CH3:42])[O:40][B:39]([B:39]2[O:40][C:41]([CH3:43])([CH3:42])[C:37]([CH3:53])([CH3:36])[O:38]2)[O:38]1. (3) Given the product [Cl:1][C:2]1[CH:3]=[C:4]([N:9]([CH3:25])[C:10]([C:12]2[S:16][C:15]3=[N:17][N:18]=[CH:26][N:14]3[C:13]=2[C:19]2[CH:24]=[CH:23][CH:22]=[CH:21][CH:20]=2)=[O:11])[CH:5]=[CH:6][C:7]=1[CH3:8], predict the reactants needed to synthesize it. The reactants are: [Cl:1][C:2]1[CH:3]=[C:4]([N:9]([CH3:25])[C:10]([C:12]2[S:16][C:15]([NH:17][NH2:18])=[N:14][C:13]=2[C:19]2[CH:24]=[CH:23][CH:22]=[CH:21][CH:20]=2)=[O:11])[CH:5]=[CH:6][C:7]=1[CH3:8].[CH3:26]OC(OC)OC. (4) Given the product [F:17][C:14]1[CH:13]=[CH:12][C:11]([N:7]2[NH:6][C:5](=[O:4])[C:9]([CH3:10])=[N:8]2)=[CH:16][CH:15]=1, predict the reactants needed to synthesize it. The reactants are: C([O:4][C:5]1[C:9]([CH3:10])=[N:8][N:7]([C:11]2[CH:16]=[CH:15][C:14]([F:17])=[CH:13][CH:12]=2)[N:6]=1)(=O)C.[OH-].[Na+]. (5) Given the product [ClH:1].[CH3:24][CH:23]([CH3:25])[CH2:22][CH:10]1[CH2:11][NH:12][CH2:13][CH2:14][NH:9]1, predict the reactants needed to synthesize it. The reactants are: [ClH:1].C([N:9]1[CH2:14][CH2:13][N:12](CC2C=CC=CC=2)[CH2:11][CH:10]1[CH:22]=[C:23]([CH3:25])[CH3:24])C1C=CC=CC=1.